This data is from Peptide-MHC class II binding affinity with 134,281 pairs from IEDB. The task is: Regression. Given a peptide amino acid sequence and an MHC pseudo amino acid sequence, predict their binding affinity value. This is MHC class II binding data. (1) The MHC is DRB1_0404 with pseudo-sequence DRB1_0404. The binding affinity (normalized) is 0.694. The peptide sequence is KSVPLEMLLINLTTI. (2) The peptide sequence is DRTELLEMVCFHEFL. The MHC is DRB1_0701 with pseudo-sequence DRB1_0701. The binding affinity (normalized) is 0.372.